Dataset: Forward reaction prediction with 1.9M reactions from USPTO patents (1976-2016). Task: Predict the product of the given reaction. (1) Given the reactants [Cl:1][C:2]1[CH:26]=[CH:25][C:5]([CH2:6][CH2:7][N:8]2[CH2:12][CH2:11][C@H:10]([O:13]C(=O)C3C=CC([N+]([O-])=O)=CC=3)[CH2:9]2)=[CH:4][CH:3]=1.[OH-].[Na+], predict the reaction product. The product is: [Cl:1][C:2]1[CH:26]=[CH:25][C:5]([CH2:6][CH2:7][N:8]2[CH2:12][CH2:11][C@H:10]([OH:13])[CH2:9]2)=[CH:4][CH:3]=1. (2) Given the reactants [Br:1][C:2]1[S:6][C:5]([C:7](=[O:11])[CH2:8][CH2:9][CH3:10])=[CH:4][CH:3]=1.[Li+].C[Si]([N-][Si](C)(C)C)(C)C.CO[C:24](=[O:30])[CH:25]([O:28][CH3:29])[O:26][CH3:27], predict the reaction product. The product is: [Br:1][C:2]1[S:6][C:5]([C:7](=[O:11])[CH:8]([CH2:9][CH3:10])[C:24](=[O:30])[CH:25]([O:26][CH3:27])[O:28][CH3:29])=[CH:4][CH:3]=1.